From a dataset of hERG Central: cardiac toxicity at 1µM, 10µM, and general inhibition. Predict hERG channel inhibition at various concentrations. (1) The compound is Cc1cccc(Nc2nc(N)nc(CN3CCN(c4ccc(F)cc4)CC3)n2)c1. Results: hERG_inhib (hERG inhibition (general)): blocker. (2) The molecule is CCN(CC)CCNC(=O)c1ccc(Cl)c(S(=O)(=O)N2CCCCCC2)c1.Cl. Results: hERG_inhib (hERG inhibition (general)): blocker. (3) The molecule is c1ccc(C(c2ccccc2)c2noc(CN3CCN(C4CCCC4)CC3)n2)cc1. Results: hERG_inhib (hERG inhibition (general)): blocker. (4) Results: hERG_inhib (hERG inhibition (general)): blocker. The molecule is O=C(NCCCN1CCCCCC1)c1ccc2c(Cl)c3c(nc2c1)CCCC3.